Task: Predict the reaction yield, written as a fraction of the theoretical maximum amount of product (1.0 means a 100% yield; for example, 0.34 means a 34% yield).. Dataset: Reaction yield outcomes from USPTO patents with 853,638 reactions (1) The reactants are [CH2:1]([N:8]1[CH2:12][C@@H:11]([N+:13]([O-])=O)[C@H:10]([C:16]2[CH:21]=[CH:20][CH:19]=[C:18]([F:22])[CH:17]=2)[CH2:9]1)[C:2]1[CH:7]=[CH:6][CH:5]=[CH:4][CH:3]=1.N. The catalyst is CO. The product is [CH2:1]([N:8]1[CH2:9][C@@H:10]([C:16]2[CH:21]=[CH:20][CH:19]=[C:18]([F:22])[CH:17]=2)[C@H:11]([NH2:13])[CH2:12]1)[C:2]1[CH:7]=[CH:6][CH:5]=[CH:4][CH:3]=1. The yield is 0.920. (2) The reactants are [C:1]([O:5][C:6]([NH:8][C:9]1[C:10]([CH2:21][CH:22]([N:28]=C(C2C=CC=CC=2)C2C=CC=CC=2)[C:23]([O:25][CH2:26][CH3:27])=[O:24])=[N:11][C:12]([C:15]2[CH:20]=[CH:19][CH:18]=[CH:17][CH:16]=2)=[CH:13][CH:14]=1)=[O:7])([CH3:4])([CH3:3])[CH3:2].C(O)(=O)CC(CC(O)=O)(C(O)=O)O. The catalyst is C1COCC1.O. The product is [NH2:28][CH:22]([CH2:21][C:10]1[C:9]([NH:8][C:6]([O:5][C:1]([CH3:4])([CH3:3])[CH3:2])=[O:7])=[CH:14][CH:13]=[C:12]([C:15]2[CH:16]=[CH:17][CH:18]=[CH:19][CH:20]=2)[N:11]=1)[C:23]([O:25][CH2:26][CH3:27])=[O:24]. The yield is 0.840. (3) The reactants are [NH2:1][C:2]1[CH:10]=[CH:9][CH:8]=[C:7]2[C:3]=1[C:4](=[O:24])[CH:5]([C:12](=[O:23])[C:13]1[CH:18]=[CH:17][C:16]([O:19][CH2:20][CH2:21][Cl:22])=[CH:15][CH:14]=1)[C:6]2=[O:11].[N+](C1C=CC([O:34][C:35](=O)[NH:36][N:37]2[CH2:42][CH2:41][O:40][CH2:39][CH2:38]2)=CC=1)([O-])=O. The product is [Cl:22][CH2:21][CH2:20][O:19][C:16]1[CH:17]=[CH:18][C:13]([C:12]([CH:5]2[C:4](=[O:24])[C:3]3[C:7](=[CH:8][CH:9]=[CH:10][C:2]=3[NH:1][C:35]([NH:36][N:37]3[CH2:42][CH2:41][O:40][CH2:39][CH2:38]3)=[O:34])[C:6]2=[O:11])=[O:23])=[CH:14][CH:15]=1. The catalyst is CC#N.CN(C)C1C=CN=CC=1. The yield is 0.820. (4) The reactants are [CH2:1]([N:8]([CH2:14]OC)[CH2:9][Si](C)(C)C)[C:2]1[CH:7]=[CH:6][CH:5]=[CH:4][CH:3]=1.[Si:17]([O:24][CH2:25][C@@H:26]([CH3:30])/[CH:27]=[CH:28]/[CH3:29])([C:20]([CH3:23])([CH3:22])[CH3:21])([CH3:19])[CH3:18].FC(F)(F)[C:33](O)=[O:34].O.C(=O)(O)[O-:40].[Na+]. The catalyst is ClCCl. The product is [CH3:33][O:34][C:29]([CH:28]1[CH:27]([C@H:26]([CH3:30])[CH2:25][O:24][Si:17]([C:20]([CH3:21])([CH3:22])[CH3:23])([CH3:19])[CH3:18])[CH2:9][N:8]([CH2:1][C:2]2[CH:3]=[CH:4][CH:5]=[CH:6][CH:7]=2)[CH2:14]1)=[O:40]. The yield is 0.780. (5) The reactants are C([O:3][C:4]([C:6]1[C:7]([C:12]2[CH:17]=[CH:16][C:15]([Cl:18])=[CH:14][N:13]=2)=[N:8][O:9][C:10]=1[CH3:11])=O)C.C(OC(C1C(C2C=CC(F)=CN=2)=NOC=1C)=O)C. No catalyst specified. The product is [Cl:18][C:15]1[CH:16]=[CH:17][C:12]([C:7]2[C:6]([CH2:4][OH:3])=[C:10]([CH3:11])[O:9][N:8]=2)=[N:13][CH:14]=1. The yield is 0.730. (6) The reactants are [Cl:1][C:2]1[CH:3]=[C:4]([OH:17])[CH:5]=[C:6]([O:15][CH3:16])[C:7]=1[CH2:8][N:9]1[CH2:14][CH2:13][CH2:12][CH2:11][CH2:10]1.N1C=CC=CC=1.[F:24][C:25]([F:31])([F:30])[S:26](Cl)(=[O:28])=[O:27]. The catalyst is C(Cl)Cl. The product is [Cl:1][C:2]1[CH:3]=[C:4]([O:17][S:26]([C:25]([F:31])([F:30])[F:24])(=[O:28])=[O:27])[CH:5]=[C:6]([O:15][CH3:16])[C:7]=1[CH2:8][N:9]1[CH2:10][CH2:11][CH2:12][CH2:13][CH2:14]1. The yield is 0.730. (7) The reactants are [CH3:1][O:2][C:3]1[CH:11]=[CH:10][CH:9]=[CH:8][C:4]=1[C:5]([OH:7])=O.[F:12][C:13]1[CH:18]=[CH:17][C:16]([NH:19][C:20]([C:22]2[C:26]([NH2:27])=[CH:25][NH:24][N:23]=2)=[O:21])=[CH:15][CH:14]=1.C(Cl)CCl.C1C=CC2N(O)N=NC=2C=1. The catalyst is CN(C=O)C. The product is [F:12][C:13]1[CH:14]=[CH:15][C:16]([NH:19][C:20]([C:22]2[C:26]([NH:27][C:5](=[O:7])[C:4]3[CH:8]=[CH:9][CH:10]=[CH:11][C:3]=3[O:2][CH3:1])=[CH:25][NH:24][N:23]=2)=[O:21])=[CH:17][CH:18]=1. The yield is 0.150.